Dataset: Forward reaction prediction with 1.9M reactions from USPTO patents (1976-2016). Task: Predict the product of the given reaction. (1) Given the reactants [Br:1][C:2]1[CH:3]=[N:4][CH:5]=[C:6]([CH:10]=1)C(O)=O.C1(P(N=[N+]=[N-])(C2C=CC=CC=2)=[O:18])C=CC=CC=1.C([N:30]([CH2:33]C)CC)C.[C:35]([OH:39])([CH3:38])([CH3:37])[CH3:36], predict the reaction product. The product is: [Br:1][C:2]1[CH:10]=[C:6]([NH:30][C:33](=[O:18])[O:39][C:35]([CH3:38])([CH3:37])[CH3:36])[CH:5]=[N:4][CH:3]=1. (2) Given the reactants [CH:1]([N-]C(C)C)(C)C.[Li+].[CH3:9][O:10][C:11](=[O:36])[CH2:12][C:13]1[CH:22]=[C:21]([C:23](=[O:34])[C:24]2[CH:29]=[CH:28][C:27]([S:30]([CH3:33])(=[O:32])=[O:31])=[CH:26][CH:25]=2)[C:20]2[C:15](=[CH:16][CH:17]=[C:18]([F:35])[CH:19]=2)[CH:14]=1.CI, predict the reaction product. The product is: [CH3:9][O:10][C:11](=[O:36])[CH:12]([C:13]1[CH:22]=[C:21]([C:23](=[O:34])[C:24]2[CH:25]=[CH:26][C:27]([S:30]([CH3:33])(=[O:32])=[O:31])=[CH:28][CH:29]=2)[C:20]2[C:15](=[CH:16][CH:17]=[C:18]([F:35])[CH:19]=2)[CH:14]=1)[CH3:1]. (3) The product is: [Cl:8][C:7]1[CH:6]=[CH:5][C:4]([NH:9][C:10](=[O:22])[C:11]2[CH:16]=[CH:15][C:14]([C:17]([F:20])([F:19])[F:18])=[N:13][C:12]=2[CH3:21])=[CH:3][C:2]=1[NH:1][C:34](=[O:35])[C:33]1[CH:32]=[CH:31][C:30]([N:27]2[CH2:26][CH2:25][N:24]([CH3:23])[CH2:29][CH2:28]2)=[CH:38][CH:37]=1. Given the reactants [NH2:1][C:2]1[CH:3]=[C:4]([NH:9][C:10](=[O:22])[C:11]2[CH:16]=[CH:15][C:14]([C:17]([F:20])([F:19])[F:18])=[N:13][C:12]=2[CH3:21])[CH:5]=[CH:6][C:7]=1[Cl:8].[CH3:23][N:24]1[CH2:29][CH2:28][N:27]([C:30]2[CH:38]=[CH:37][C:33]([C:34](O)=[O:35])=[CH:32][CH:31]=2)[CH2:26][CH2:25]1, predict the reaction product. (4) The product is: [C:23]([CH2:22][N:5]([S:2]([CH3:1])(=[O:3])=[O:4])[C:6]1[CH:7]=[CH:8][C:9]([N+:12]([O-:14])=[O:13])=[CH:10][CH:11]=1)#[N:24]. Given the reactants [CH3:1][S:2]([NH:5][C:6]1[CH:11]=[CH:10][C:9]([N+:12]([O-:14])=[O:13])=[CH:8][CH:7]=1)(=[O:4])=[O:3].CC(C)([O-])C.[K+].Br[CH2:22][C:23]#[N:24], predict the reaction product. (5) The product is: [N+:18]([C:14]1[C:15]([NH2:17])=[CH:16][C:8]2[CH:7]3[CH2:12][CH:10]([CH2:11][NH:5][CH2:6]3)[C:9]=2[CH:13]=1)([O-:20])=[O:19]. Given the reactants FC(F)(F)C([N:5]1[CH2:11][CH:10]2[CH2:12][CH:7]([C:8]3[CH:16]=[C:15]([NH2:17])[C:14]([N+:18]([O-:20])=[O:19])=[CH:13][C:9]=32)[CH2:6]1)=O.[OH-].[Na+].CCOC(C)=O, predict the reaction product. (6) Given the reactants [Cl:1][C:2]1[CH:3]=[CH:4][C:5]([O:15][CH2:16][C:17]([N:19]2[CH2:24][CH2:23][N:22]([CH2:25][C:26]3[CH:31]=[CH:30][C:29]([F:32])=[CH:28][CH:27]=3)[CH2:21][CH:20]2[CH3:33])=[O:18])=[C:6]([N:8]([C:13]#[N:14])[C:9](=[NH:12])SC)[CH:7]=1.[OH-].[NH4+:35], predict the reaction product. The product is: [Cl:1][C:2]1[CH:3]=[CH:4][C:5]([O:15][CH2:16][C:17]([N:19]2[CH2:24][CH2:23][N:22]([CH2:25][C:26]3[CH:31]=[CH:30][C:29]([F:32])=[CH:28][CH:27]=3)[CH2:21][C@H:20]2[CH3:33])=[O:18])=[C:6]([N:8]([C:13]#[N:14])[C:9]([NH2:35])=[NH:12])[CH:7]=1.